This data is from Forward reaction prediction with 1.9M reactions from USPTO patents (1976-2016). The task is: Predict the product of the given reaction. Given the reactants CS[C:3]1[C@@:8]([O:14][C:15]2[CH:20]=[C:19]([F:21])[C:18]([F:22])=[C:17]([F:23])[CH:16]=2)([C:9]([O:11][CH2:12][CH3:13])=[O:10])[CH2:7][CH2:6][CH2:5][N:4]=1.[CH3:24][O:25][C:26]1[N:31]=[C:30]([C:32]([NH:34][NH2:35])=O)[CH:29]=[CH:28][C:27]=1[N:36]1[CH:40]=[C:39]([CH3:41])[N:38]=[CH:37]1.C(O)(=O)C, predict the reaction product. The product is: [CH3:24][O:25][C:26]1[N:31]=[C:30]([C:32]2[N:4]3[CH2:5][CH2:6][CH2:7][C@:8]([O:14][C:15]4[CH:20]=[C:19]([F:21])[C:18]([F:22])=[C:17]([F:23])[CH:16]=4)([C:9]([O:11][CH2:12][CH3:13])=[O:10])[C:3]3=[N:35][N:34]=2)[CH:29]=[CH:28][C:27]=1[N:36]1[CH:40]=[C:39]([CH3:41])[N:38]=[CH:37]1.